From a dataset of Reaction yield outcomes from USPTO patents with 853,638 reactions. Predict the reaction yield, written as a fraction of the theoretical maximum amount of product (1.0 means a 100% yield; for example, 0.34 means a 34% yield). (1) The reactants are [CH3:1][O:2][C:3]1[N:8]=[C:7]([O:9][S:10]([C:13]([F:16])([F:15])[F:14])(=[O:12])=[O:11])[CH:6]=[C:5](S(C(F)(F)F)(=O)=O)[N:4]=1.[F:24][C:25]([F:37])([F:36])[O:26][C:27]1[CH:32]=[CH:31][C:30]([CH2:33][CH2:34][NH2:35])=[CH:29][CH:28]=1.CCN(C(C)C)C(C)C. The catalyst is C(Cl)Cl. The yield is 0.770. The product is [CH3:1][O:2][C:3]1[N:8]=[C:7]([O:9][S:10]([C:13]([F:14])([F:15])[F:16])(=[O:11])=[O:12])[CH:6]=[C:5]([NH:35][CH2:34][CH2:33][C:30]2[CH:29]=[CH:28][C:27]([O:26][C:25]([F:24])([F:36])[F:37])=[CH:32][CH:31]=2)[N:4]=1. (2) The reactants are [Cl:1][C:2]1[CH:3]=[C:4]([CH:7]=[CH:8][C:9]=1[O:10][CH2:11][CH2:12][CH2:13][CH2:14][CH3:15])[CH:5]=[O:6].ClC1C=C(C=CC=1OCC)C=[O:21]. No catalyst specified. The product is [Cl:1][C:2]1[CH:3]=[C:4]([CH:7]=[CH:8][C:9]=1[O:10][CH2:11][CH2:12][CH2:13][CH2:14][CH3:15])[C:5]([OH:21])=[O:6]. The yield is 0.720.